Task: Predict the reaction yield, written as a fraction of the theoretical maximum amount of product (1.0 means a 100% yield; for example, 0.34 means a 34% yield).. Dataset: Reaction yield outcomes from USPTO patents with 853,638 reactions (1) The reactants are [C:1]1([C:7]2[N:8]=[N:9][CH:10]=[C:11]([C:21]3[CH:26]=[CH:25][CH:24]=[CH:23][CH:22]=3)[C:12]=2[C:13]2[O:14][CH:15]=[C:16]([CH:18](O)[CH3:19])[N:17]=2)[CH:6]=[CH:5][CH:4]=[CH:3][CH:2]=1. The catalyst is C1(C)C=CC=CC=1. The product is [C:1]1([C:7]2[N:8]=[N:9][CH:10]=[C:11]([C:21]3[CH:22]=[CH:23][CH:24]=[CH:25][CH:26]=3)[C:12]=2[C:13]2[O:14][CH:15]=[C:16]([CH:18]=[CH2:19])[N:17]=2)[CH:6]=[CH:5][CH:4]=[CH:3][CH:2]=1. The yield is 0.890. (2) The reactants are [CH3:1][C:2]([OH:9])([CH3:8])[CH2:3][CH2:4][CH2:5][CH2:6][OH:7].[CH:10]12[CH2:16][CH:13]([CH:14]=[CH:15]1)[CH2:12][CH:11]2[CH2:17][CH2:18][CH2:19][C:20](OC)=[O:21]. No catalyst specified. The product is [CH:10]12[CH2:16][CH:13]([CH:14]=[CH:15]1)[CH2:12][CH:11]2[CH2:17][CH2:18][CH2:19][C:20]([O:7][CH2:6][CH2:5][CH2:4][CH2:3][C:2]([OH:9])([CH3:8])[CH3:1])=[O:21]. The yield is 0.920. (3) The reactants are Br[C:2]1[CH:3]=[C:4]([N:22]([CH3:29])[CH:23]2[CH2:28][CH2:27][O:26][CH2:25][CH2:24]2)[C:5]([CH3:21])=[C:6]([CH:20]=1)[C:7]([NH:9][CH2:10][C:11]1[C:12](=[O:19])[NH:13][C:14]([CH3:18])=[CH:15][C:16]=1[CH3:17])=[O:8].CC1(C)C(C)(C)OB([C:38]2[CH:39]=[N:40][N:41]([CH2:43][CH2:44][N:45]3[CH2:50][CH2:49][O:48][CH2:47][CH2:46]3)[CH:42]=2)O1.C([O-])([O-])=O.[Na+].[Na+]. The catalyst is O1CCOCC1.O.C1C=CC([P]([Pd]([P](C2C=CC=CC=2)(C2C=CC=CC=2)C2C=CC=CC=2)([P](C2C=CC=CC=2)(C2C=CC=CC=2)C2C=CC=CC=2)[P](C2C=CC=CC=2)(C2C=CC=CC=2)C2C=CC=CC=2)(C2C=CC=CC=2)C2C=CC=CC=2)=CC=1. The product is [CH3:17][C:16]1[CH:15]=[C:14]([CH3:18])[NH:13][C:12](=[O:19])[C:11]=1[CH2:10][NH:9][C:7](=[O:8])[C:6]1[CH:20]=[C:2]([C:38]2[CH:39]=[N:40][N:41]([CH2:43][CH2:44][N:45]3[CH2:50][CH2:49][O:48][CH2:47][CH2:46]3)[CH:42]=2)[CH:3]=[C:4]([N:22]([CH3:29])[CH:23]2[CH2:28][CH2:27][O:26][CH2:25][CH2:24]2)[C:5]=1[CH3:21]. The yield is 0.369. (4) The reactants are [O:1]1[CH2:6][CH2:5][CH:4]([N:7]2[CH2:11][CH2:10][NH:9][C:8]2=[O:12])[CH2:3][CH2:2]1.N1C=CC=CC=1.[C:19](Cl)(Cl)=[O:20].[Br:23][C:24]1[C:25]([O:32][C:33]2[CH:38]=[CH:37][N:36]=[C:35]([C:39]3[CH:40]=[N:41][N:42]([CH3:44])[CH:43]=3)[CH:34]=2)=[CH:26][C:27]([F:31])=[C:28]([CH:30]=1)[NH2:29]. The catalyst is C(Cl)Cl.O. The product is [Br:23][C:24]1[C:25]([O:32][C:33]2[CH:38]=[CH:37][N:36]=[C:35]([C:39]3[CH:40]=[N:41][N:42]([CH3:44])[CH:43]=3)[CH:34]=2)=[CH:26][C:27]([F:31])=[C:28]([NH:29][C:19]([N:9]2[CH2:10][CH2:11][N:7]([CH:4]3[CH2:3][CH2:2][O:1][CH2:6][CH2:5]3)[C:8]2=[O:12])=[O:20])[CH:30]=1. The yield is 0.580.